This data is from Full USPTO retrosynthesis dataset with 1.9M reactions from patents (1976-2016). The task is: Predict the reactants needed to synthesize the given product. (1) Given the product [NH2:25][C:5]1[CH:6]=[N:7][N:8]([CH2:9][C:10]2[CH:15]=[CH:14][C:13]([CH2:16][N:17]3[C:21]([NH2:22])=[C:20]([NH2:23])[CH:19]=[N:18]3)=[CH:12][CH:11]=2)[C:4]=1[NH2:3], predict the reactants needed to synthesize it. The reactants are: Cl.Cl.[NH2:3][C:4]1[N:8]([CH2:9][C:10]2[CH:15]=[CH:14][C:13]([CH2:16][N:17]3[C:21]([NH2:22])=[C:20]([N:23]=O)[CH:19]=[N:18]3)=[CH:12][CH:11]=2)[N:7]=[CH:6][C:5]=1[N:25]=O. (2) Given the product [CH2:1]([S:8][C:9]1[N:17]=[C:16]2[C:12]([N:13]=[CH:14][N:15]2[CH:21]2[CH2:25][CH2:24][CH2:23][CH2:22]2)=[C:11]([NH2:18])[N:10]=1)[C:2]1[CH:7]=[CH:6][CH:5]=[CH:4][CH:3]=1, predict the reactants needed to synthesize it. The reactants are: [CH2:1]([S:8][C:9]1[N:17]=[C:16]2[C:12]([N:13]=[CH:14][NH:15]2)=[C:11]([NH2:18])[N:10]=1)[C:2]1[CH:7]=[CH:6][CH:5]=[CH:4][CH:3]=1.[H-].[Na+].[CH:21]1(Cl)[CH2:25][CH2:24][CH2:23][CH2:22]1. (3) Given the product [Br:1][C:2]1[CH:10]=[C:9]2[C:5]([C:6]([CH3:28])=[CH:7][N:8]2[S:11]([C:14]2[CH:19]=[CH:18][C:17]([O:20][CH3:21])=[C:16]([N:22]3[CH2:23][CH2:24][N:25]([CH3:29])[CH2:26][CH2:27]3)[CH:15]=2)(=[O:13])=[O:12])=[CH:4][CH:3]=1, predict the reactants needed to synthesize it. The reactants are: [Br:1][C:2]1[CH:10]=[C:9]2[C:5]([C:6]([CH3:28])=[CH:7][N:8]2[S:11]([C:14]2[CH:19]=[CH:18][C:17]([O:20][CH3:21])=[C:16]([N:22]3[CH2:27][CH2:26][NH:25][CH2:24][CH2:23]3)[CH:15]=2)(=[O:13])=[O:12])=[CH:4][CH:3]=1.[C:29]([BH3-])#N.[Na+].C=O. (4) Given the product [F:12][C:13]1[CH:41]=[C:40]([F:42])[CH:39]=[CH:38][C:14]=1[CH2:15][O:16][C:17]1[CH:22]=[CH:21][CH:20]=[CH:19][C:18]=1[C:23]1[N:24]([C:29]2[CH:30]=[C:31]([CH:35]=[CH:36][CH:37]=2)[C:32]([NH:10][S:7]([C:6]2[C:2]([CH3:1])=[N:3][O:4][C:5]=2[CH3:11])(=[O:9])=[O:8])=[O:33])[C:25]([CH3:28])=[CH:26][CH:27]=1, predict the reactants needed to synthesize it. The reactants are: [CH3:1][C:2]1[C:6]([S:7]([NH2:10])(=[O:9])=[O:8])=[C:5]([CH3:11])[O:4][N:3]=1.[F:12][C:13]1[CH:41]=[C:40]([F:42])[CH:39]=[CH:38][C:14]=1[CH2:15][O:16][C:17]1[CH:22]=[CH:21][CH:20]=[CH:19][C:18]=1[C:23]1[N:24]([C:29]2[CH:30]=[C:31]([CH:35]=[CH:36][CH:37]=2)[C:32](O)=[O:33])[C:25]([CH3:28])=[CH:26][CH:27]=1.C(C1NC=CN=1)(C1NC=CN=1)=O.C(N(C(C)C)CC)(C)C. (5) Given the product [C:1]([C:5]1[N:10]=[CH:9][C:8]([C:11]2[N:12]([C:32]([N:34]3[CH2:35][CH2:36][CH:37]([CH2:40][C:41]([N:53]([CH:47]4[CH2:52][CH2:51][CH2:50][CH2:49][CH2:48]4)[CH:54]([CH3:56])[CH3:55])=[O:42])[CH2:38][CH2:39]3)=[O:33])[C@@:13]([C:25]3[CH:26]=[CH:27][C:28]([Cl:31])=[CH:29][CH:30]=3)([CH3:24])[C@@:14]([C:17]3[CH:18]=[CH:19][C:20]([Cl:23])=[CH:21][CH:22]=3)([CH3:16])[N:15]=2)=[C:7]([O:44][CH2:45][CH3:46])[CH:6]=1)([CH3:2])([CH3:3])[CH3:4], predict the reactants needed to synthesize it. The reactants are: [C:1]([C:5]1[N:10]=[CH:9][C:8]([C:11]2[N:12]([C:32]([N:34]3[CH2:39][CH2:38][CH:37]([CH2:40][C:41](O)=[O:42])[CH2:36][CH2:35]3)=[O:33])[C@@:13]([C:25]3[CH:30]=[CH:29][C:28]([Cl:31])=[CH:27][CH:26]=3)([CH3:24])[C@@:14]([C:17]3[CH:22]=[CH:21][C:20]([Cl:23])=[CH:19][CH:18]=3)([CH3:16])[N:15]=2)=[C:7]([O:44][CH2:45][CH3:46])[CH:6]=1)([CH3:4])([CH3:3])[CH3:2].[CH:47]1([NH:53][CH:54]([CH3:56])[CH3:55])[CH2:52][CH2:51][CH2:50][CH2:49][CH2:48]1. (6) Given the product [ClH:22].[ClH:22].[CH3:1][C:2]1[N:7]=[N:6][CH:5]=[C:4]([N:8]2[CH2:13][CH2:12][CH:11]([NH2:14])[CH2:10][CH2:9]2)[CH:3]=1, predict the reactants needed to synthesize it. The reactants are: [CH3:1][C:2]1[N:7]=[N:6][CH:5]=[C:4]([N:8]2[CH2:13][CH2:12][CH:11]([NH:14]C(=O)OC(C)(C)C)[CH2:10][CH2:9]2)[CH:3]=1.[ClH:22]. (7) Given the product [N-:1]([S:2]([C:5]([F:8])([F:6])[F:7])(=[O:4])=[O:3])[S:9]([C:12]([F:15])([F:14])[F:13])(=[O:11])=[O:10].[Mg+2:35].[N-:16]([S:17]([C:20]([F:23])([F:21])[F:22])(=[O:19])=[O:18])[S:24]([C:27]([F:30])([F:29])[F:28])(=[O:26])=[O:25].[C:31](=[O:33])=[O:32], predict the reactants needed to synthesize it. The reactants are: [N-:1]([S:9]([C:12]([F:15])([F:14])[F:13])(=[O:11])=[O:10])[S:2]([C:5]([F:8])([F:7])[F:6])(=[O:4])=[O:3].[NH:16]([S:24]([C:27]([F:30])([F:29])[F:28])(=[O:26])=[O:25])[S:17]([C:20]([F:23])([F:22])[F:21])(=[O:19])=[O:18].[C:31](=O)([O-:33])[O-:32].[Mg+2:35]. (8) Given the product [F:1][C:2]1[CH:3]=[C:4]([C:9]2[N:10]=[C:11]3[CH2:26][CH2:25][CH2:24][N:23]([CH2:27][CH2:28][CH2:29][CH2:30][CH2:31][CH2:32][C:33]([OH:35])=[O:34])[C:12]3=[N:13][C:14]=2[C:15]2[CH:20]=[CH:19][C:18]([CH3:21])=[C:17]([F:22])[CH:16]=2)[CH:5]=[CH:6][C:7]=1[CH3:8], predict the reactants needed to synthesize it. The reactants are: [F:1][C:2]1[CH:3]=[C:4]([C:9]2[N:10]=[C:11]3[CH2:26][CH2:25][CH2:24][N:23]([CH2:27][CH2:28][CH2:29][CH2:30][CH2:31][CH2:32][C:33]([O:35]CC)=[O:34])[C:12]3=[N:13][C:14]=2[C:15]2[CH:20]=[CH:19][C:18]([CH3:21])=[C:17]([F:22])[CH:16]=2)[CH:5]=[CH:6][C:7]=1[CH3:8].[Li+].[OH-].Cl.